From a dataset of Full USPTO retrosynthesis dataset with 1.9M reactions from patents (1976-2016). Predict the reactants needed to synthesize the given product. (1) Given the product [OH:36][CH:34]([CH3:35])[CH:33]([O:37][CH2:2][CH2:3][CH2:4][S:5]([N:8]1[CH2:13][CH2:12][CH:11]([C:14]2[C:22]3[C:17](=[C:18]([C:29]([NH2:31])=[O:30])[CH:19]=[C:20]([C:23]4[CH:28]=[CH:27][CH:26]=[CH:25][CH:24]=4)[CH:21]=3)[NH:16][CH:15]=2)[CH2:10][CH2:9]1)(=[O:7])=[O:6])[CH3:32], predict the reactants needed to synthesize it. The reactants are: Cl[CH2:2][CH2:3][CH2:4][S:5]([N:8]1[CH2:13][CH2:12][CH:11]([C:14]2[C:22]3[C:17](=[C:18]([C:29]([NH2:31])=[O:30])[CH:19]=[C:20]([C:23]4[CH:28]=[CH:27][CH:26]=[CH:25][CH:24]=4)[CH:21]=3)[NH:16][CH:15]=2)[CH2:10][CH2:9]1)(=[O:7])=[O:6].[CH3:32][CH:33]([OH:37])[CH:34]([OH:36])[CH3:35].C([O-])([O-])=O.[K+].[K+].[I-].[Na+]. (2) Given the product [Cl:1][C:2]1[C:10]2[N:9]=[C:8]([NH:11][C:12]3[C:13]([O:20][CH3:21])=[N:14][C:15]([O:18][CH3:19])=[CH:16][CH:17]=3)[N:7]([CH2:22][CH2:23][CH2:24][CH2:25][OH:26])[C:6]=2[C:5]([CH:30]([CH2:33][CH3:34])[CH2:31][CH3:32])=[CH:4][CH:3]=1, predict the reactants needed to synthesize it. The reactants are: [Cl:1][C:2]1[C:10]2[N:9]=[C:8]([NH:11][C:12]3[C:13]([O:20][CH3:21])=[N:14][C:15]([O:18][CH3:19])=[CH:16][CH:17]=3)[N:7]([CH2:22][CH2:23][CH2:24][C:25](OCC)=[O:26])[C:6]=2[C:5]([CH:30]([CH2:33][CH3:34])[CH2:31][CH3:32])=[CH:4][CH:3]=1.[BH4-].[Li+].O.